Task: Predict the reaction yield, written as a fraction of the theoretical maximum amount of product (1.0 means a 100% yield; for example, 0.34 means a 34% yield).. Dataset: Reaction yield outcomes from USPTO patents with 853,638 reactions (1) The reactants are [Cl:1][C:2]1[CH:3]=[C:4]([CH:8]=[CH:9][C:10]=1[C:11]1[CH:20]=[CH:19][C:18]2[C:13](=[CH:14][CH:15]=[C:16]([OH:21])[CH:17]=2)[N:12]=1)[C:5]([NH2:7])=O.C(OC(C(F)(F)F)=O)(C(F)(F)F)=O.CCN(CC)CC. The catalyst is C(Cl)Cl.O. The product is [Cl:1][C:2]1[CH:3]=[C:4]([CH:8]=[CH:9][C:10]=1[C:11]1[CH:20]=[CH:19][C:18]2[C:13](=[CH:14][CH:15]=[C:16]([OH:21])[CH:17]=2)[N:12]=1)[C:5]#[N:7]. The yield is 0.670. (2) The catalyst is C1(C)C=CC=CC=1. The reactants are [Cl:1][C:2]1[CH:7]=[CH:6][C:5]([C:8]2[N:9]([C:18]3[CH:23]=[CH:22][C:21]([S:24]([CH3:27])(=[O:26])=[O:25])=[CH:20][CH:19]=3)[CH2:10][C:11](O)([C:13]([F:16])([F:15])[F:14])[N:12]=2)=[CH:4][CH:3]=1.O.C1(C)C=CC(S(O)(=O)=O)=CC=1. The yield is 0.710. The product is [Cl:1][C:2]1[CH:7]=[CH:6][C:5]([C:8]2[N:9]([C:18]3[CH:23]=[CH:22][C:21]([S:24]([CH3:27])(=[O:25])=[O:26])=[CH:20][CH:19]=3)[CH:10]=[C:11]([C:13]([F:16])([F:14])[F:15])[N:12]=2)=[CH:4][CH:3]=1. (3) The reactants are [N+:1]([C:4]1[CH:5]=[C:6]2[C:10](=[CH:11][CH:12]=1)[N:9]([CH2:13][C:14]1[S:15][CH:16]=[CH:17][N:18]=1)[CH:8]=[CH:7]2)([O-])=O. The catalyst is CO.[Pt](=O)=O. The product is [S:15]1[CH:16]=[CH:17][N:18]=[C:14]1[CH2:13][N:9]1[C:10]2[C:6](=[CH:5][C:4]([NH2:1])=[CH:12][CH:11]=2)[CH:7]=[CH:8]1. The yield is 0.850. (4) The product is [CH3:33][C:29]1[CH:30]=[CH:31][CH:32]=[C:2]([CH3:1])[C:3]=1/[CH:4]=[CH:5]/[C:6]1[CH:7]=[C:8]([CH2:12][CH2:13][C:14]([N:16]2[CH2:17][CH2:18][NH:19][CH2:20][CH2:21]2)=[O:15])[CH:9]=[CH:10][CH:11]=1. The reactants are [CH3:1][C:2]1[CH:32]=[CH:31][CH:30]=[C:29]([CH3:33])[C:3]=1[CH:4]=[CH:5][C:6]1[CH:7]=[C:8]([CH2:12][CH2:13][C:14]([N:16]2[CH2:21][CH2:20][N:19](C(OC(C)(C)C)=O)[CH2:18][CH2:17]2)=[O:15])[CH:9]=[CH:10][CH:11]=1.FC(F)(F)C(O)=O.C(=O)(O)[O-].[Na+].C(=O)([O-])[O-].[K+].[K+]. The yield is 0.420. The catalyst is C(Cl)Cl. (5) The reactants are [N:1]1([CH2:7][CH2:8][CH2:9][O:10][C:11]2[CH:21]=[CH:20][C:14]3[CH2:15][CH2:16][NH:17][CH2:18][CH2:19][C:13]=3[CH:12]=2)[CH2:6][CH2:5][CH2:4][CH2:3][CH2:2]1.CCN(C(C)C)C(C)C.[C:31]1([S:37](Cl)(=[O:39])=[O:38])[CH:36]=[CH:35][CH:34]=[CH:33][CH:32]=1.C(O)C(N)(CO)CO. The catalyst is CN(C1C=CN=CC=1)C.C(Cl)Cl. The product is [C:31]1([S:37]([N:17]2[CH2:18][CH2:19][C:13]3[CH:12]=[C:11]([O:10][CH2:9][CH2:8][CH2:7][N:1]4[CH2:2][CH2:3][CH2:4][CH2:5][CH2:6]4)[CH:21]=[CH:20][C:14]=3[CH2:15][CH2:16]2)(=[O:39])=[O:38])[CH:36]=[CH:35][CH:34]=[CH:33][CH:32]=1. The yield is 0.850. (6) The reactants are S(O[CH2:12][C@H:13]1[O:17][C@@H:16]([N:18]2[CH:25]=[CH:24][C:22](=[O:23])[NH:21][C:19]2=[O:20])[CH2:15][C@@H:14]1[OH:26])(C1C=CC(C)=CC=1)(=O)=O.[N-:27]=[N+:28]=[N-:29].[Na+]. The catalyst is CN(C=O)C. The product is [N:27]([CH2:12][C@H:13]1[O:17][C@@H:16]([N:18]2[CH:25]=[CH:24][C:22](=[O:23])[NH:21][C:19]2=[O:20])[CH2:15][C@@H:14]1[OH:26])=[N+:28]=[N-:29]. The yield is 0.560. (7) The reactants are [C:1]([CH:4]=[CH:5][C:6]1[CH:15]=[CH:14][C:9]([C:10]([O:12][CH3:13])=[O:11])=[CH:8][CH:7]=1)([OH:3])=[O:2].CCN(CC)CC.CN([P+](O[N:34]1[N:42]=[N:41][C:36]2[CH:37]=[CH:38][CH:39]=[CH:40][C:35]1=2)(N(C)C)N(C)C)C.F[P-](F)(F)(F)(F)F.[NH4+].[Cl-]. The catalyst is CN(C=O)C.CCOC(C)=O. The product is [N:41]1([O:2][C:1]([CH:4]=[CH:5][C:6]2[CH:15]=[CH:14][C:9]([C:10]([O:12][CH3:13])=[O:11])=[CH:8][CH:7]=2)=[O:3])[C:36]2[CH:37]=[CH:38][CH:39]=[CH:40][C:35]=2[N:34]=[N:42]1. The yield is 0.840.